From a dataset of Full USPTO retrosynthesis dataset with 1.9M reactions from patents (1976-2016). Predict the reactants needed to synthesize the given product. (1) Given the product [C:1]([O:5][C@@H:6]([C:12]1[C:38]([CH3:39])=[CH:37][C:15]2[N:16]=[C:17]([C:19]3[CH:24]=[CH:23][N:22]=[C:21]([C:25]4[CH:36]=[CH:35][C:28]5[N:29]([CH3:34])[C:30](=[O:33])[N:31]([CH3:32])[C:27]=5[CH:26]=4)[CH:20]=3)[S:18][C:14]=2[C:13]=1[C:40]1[CH:41]=[CH:42][C:43]([Cl:46])=[CH:44][CH:45]=1)[C:7]([OH:9])=[O:8])([CH3:4])([CH3:2])[CH3:3], predict the reactants needed to synthesize it. The reactants are: [C:1]([O:5][C@@H:6]([C:12]1[C:38]([CH3:39])=[CH:37][C:15]2[N:16]=[C:17]([C:19]3[CH:24]=[CH:23][N:22]=[C:21]([C:25]4[CH:36]=[CH:35][C:28]5[N:29]([CH3:34])[C:30](=[O:33])[N:31]([CH3:32])[C:27]=5[CH:26]=4)[CH:20]=3)[S:18][C:14]=2[C:13]=1[C:40]1[CH:45]=[CH:44][C:43]([Cl:46])=[CH:42][CH:41]=1)[C:7]([O:9]CC)=[O:8])([CH3:4])([CH3:3])[CH3:2].[OH-].[Na+]. (2) The reactants are: [CH3:1][N:2]1[C:6]([C:7]2[CH:12]=[CH:11][C:10]([CH3:13])=[CH:9][CH:8]=2)=[N:5][C:4]([N:14]2[CH2:18][CH2:17][C@@H:16]([NH2:19])[CH2:15]2)=[N:3]1.Cl[C:21]1[N:26]=[CH:25][N:24]=[C:23]2[N:27](C3CCCCO3)[N:28]=[CH:29][C:22]=12. Given the product [CH3:1][N:2]1[C:6]([C:7]2[CH:8]=[CH:9][C:10]([CH3:13])=[CH:11][CH:12]=2)=[N:5][C:4]([N:14]2[CH2:18][CH2:17][C@@H:16]([NH:19][C:21]3[N:26]=[CH:25][N:24]=[C:23]4[NH:27][N:28]=[CH:29][C:22]=34)[CH2:15]2)=[N:3]1, predict the reactants needed to synthesize it.